From a dataset of Catalyst prediction with 721,799 reactions and 888 catalyst types from USPTO. Predict which catalyst facilitates the given reaction. (1) Reactant: [C:1]([O:5][C:6](=[O:37])[CH2:7][CH2:8][C@@H:9]([CH2:25]OS(C1C=CC(C)=CC=1)(=O)=O)[CH2:10][C@H:11]1[CH2:15][O:14][C:13]([CH3:17])([CH3:16])[N:12]1[C:18]([O:20][C:21]([CH3:24])([CH3:23])[CH3:22])=[O:19])([CH3:4])([CH3:3])[CH3:2].[CH3:38][NH2:39]. Product: [C:1]([O:5][C:6](=[O:37])[CH2:7][CH2:8][C@@H:9]([CH2:25][NH:39][CH3:38])[CH2:10][C@H:11]1[CH2:15][O:14][C:13]([CH3:17])([CH3:16])[N:12]1[C:18]([O:20][C:21]([CH3:24])([CH3:23])[CH3:22])=[O:19])([CH3:4])([CH3:3])[CH3:2]. The catalyst class is: 14. (2) Reactant: Br[C:2]1[CH:3]=[CH:4][C:5]2[O:9][C:8](=[O:10])[N:7]([CH2:11][C:12]([N:14]([CH3:21])[C:15]3[CH:20]=[CH:19][CH:18]=[CH:17][CH:16]=3)=[O:13])[C:6]=2[CH:22]=1.C([Sn](CCCC)(CCCC)[C:28]1[S:32][CH:31]=[N:30][CH:29]=1)CCC.C(=O)([O-])O.[Na+].C(OCC)(=O)C. Product: [CH3:21][N:14]([C:15]1[CH:20]=[CH:19][CH:18]=[CH:17][CH:16]=1)[C:12](=[O:13])[CH2:11][N:7]1[C:6]2[CH:22]=[C:2]([C:28]3[S:32][CH:31]=[N:30][CH:29]=3)[CH:3]=[CH:4][C:5]=2[O:9][C:8]1=[O:10]. The catalyst class is: 11. (3) Reactant: [C:1]([C:3]1([NH:6][C:7]([C@@H:9]2[CH2:13][C@@H:12]([S:14]([C:17]3[CH:22]=[CH:21][C:20](F)=[CH:19][C:18]=3[C:24]([F:27])([F:26])[F:25])(=[O:16])=[O:15])[CH2:11][C@H:10]2[C:28]([N:30]2[CH2:33][C:32]([F:35])([F:34])[CH2:31]2)=[O:29])=[O:8])[CH2:5][CH2:4]1)#[N:2].C(=O)([O-])[O-].[Cs+].[Cs+].[OH:42][CH:43]1[CH2:46][O:45][CH2:44]1. Product: [C:1]([C:3]1([NH:6][C:7]([CH:9]2[CH2:13][CH:12]([S:14]([C:17]3[CH:22]=[CH:21][C:20]([O:42][CH:43]4[CH2:46][O:45][CH2:44]4)=[CH:19][C:18]=3[C:24]([F:25])([F:26])[F:27])(=[O:15])=[O:16])[CH2:11][CH:10]2[C:28]([N:30]2[CH2:31][C:32]([F:34])([F:35])[CH2:33]2)=[O:29])=[O:8])[CH2:4][CH2:5]1)#[N:2]. The catalyst class is: 9. (4) Reactant: Br[C:2]1[CH:3]=[C:4]2[C:8](=[N:9][CH:10]=1)[NH:7][CH:6]=[CH:5]2.[CH3:11][N:12]1[CH:16]=[C:15](B2OC(C)(C)C(C)(C)O2)[CH:14]=[N:13]1.C([O-])([O-])=O.[Na+].[Na+]. Product: [CH3:11][N:12]1[CH:16]=[C:15]([C:2]2[CH:3]=[C:4]3[CH:5]=[CH:6][NH:7][C:8]3=[N:9][CH:10]=2)[CH:14]=[N:13]1. The catalyst class is: 394. (5) Reactant: [Cl:1][C:2]1[C:10]([C:11]#[N:12])=[CH:9][CH:8]=[C:7]2[C:3]=1[CH:4]=[C:5]([CH2:19][CH2:20][CH3:21])[N:6]2[CH2:13]/[C:14](=[N:17]/[H])/[NH:15][OH:16].[CH3:22][C:23]1[C:27]([C:28](O)=O)=[C:26]([C:31]([F:34])([F:33])[F:32])[O:25][N:24]=1.CCN(C(C)C)C(C)C. Product: [Cl:1][C:2]1[C:10]([C:11]#[N:12])=[CH:9][CH:8]=[C:7]2[C:3]=1[CH:4]=[C:5]([CH2:19][CH2:20][CH3:21])[N:6]2[CH2:13][C:14]1[N:17]=[C:28]([C:27]2[C:23]([CH3:22])=[N:24][O:25][C:26]=2[C:31]([F:34])([F:32])[F:33])[O:16][N:15]=1. The catalyst class is: 1.